Predict the reactants needed to synthesize the given product. From a dataset of Full USPTO retrosynthesis dataset with 1.9M reactions from patents (1976-2016). (1) Given the product [C:11]([O:14][C:15](=[O:16])[NH:7][CH2:6][C:5]1[CH:8]=[CH:9][C:2]([NH2:1])=[CH:3][CH:4]=1)([CH3:13])([CH3:12])[CH3:10], predict the reactants needed to synthesize it. The reactants are: [NH2:1][C:2]1[CH:9]=[CH:8][C:5]([CH2:6][NH2:7])=[CH:4][CH:3]=1.[CH3:10][C:11]([O:14][C:15](O[C:15]([O:14][C:11]([CH3:13])([CH3:12])[CH3:10])=[O:16])=[O:16])([CH3:13])[CH3:12].CCN(CC)CC. (2) Given the product [OH:11][C:4]1[C:5]2[C:6](=[CH:7][C:8]3[C:9]([N:10]=2)=[CH:18][CH:17]=[CH:16][CH:21]=3)[CH:26]=[CH:25][CH:24]=1, predict the reactants needed to synthesize it. The reactants are: N1[C:6]2[CH:7]=[CH:8][CH:9]=[N:10][C:5]=2[C:4]([OH:11])=NC=1.N1[C:21]2[C:16](=[CH:17][CH:18]=NC=2O)C=CC=1.N1C2=C(O)N=NC=C2[CH:26]=[CH:25][CH:24]=1.N1C2C(=CN=CC=2O)C=CC=1.C1C2C3C(=NC=CC=3)C=C(O)C=2N=CC=1.N1C=CN=C2C(O)=NC=CC=12.NN1C=CC=C(N)C1N.OC1C(O)OCCO1. (3) Given the product [C:1]([C:5]1[CH:14]=[C:13]2[C:8]([C:9]([Cl:23])=[C:10]([C:15]([O:17][CH2:18][CH3:19])=[O:16])[CH:11]=[N:12]2)=[CH:7][CH:6]=1)([CH3:4])([CH3:3])[CH3:2], predict the reactants needed to synthesize it. The reactants are: [C:1]([C:5]1[CH:14]=[C:13]2[C:8]([C:9](=O)[C:10]([C:15]([O:17][CH2:18][CH3:19])=[O:16])=[CH:11][NH:12]2)=[CH:7][CH:6]=1)([CH3:4])([CH3:3])[CH3:2].P(Cl)(Cl)([Cl:23])=O. (4) Given the product [CH3:1][O:2][C:3]([C@H:5]([NH:16][C:17](=[O:26])[O:18][CH2:19][C:20]1[CH:25]=[CH:24][CH:23]=[CH:22][CH:21]=1)[CH2:6][C:7]1[CH:12]=[C:11]([CH3:13])[C:10]2[NH:14][N:27]=[N:15][C:9]=2[CH:8]=1)=[O:4], predict the reactants needed to synthesize it. The reactants are: [CH3:1][O:2][C:3]([C@H:5]([NH:16][C:17](=[O:26])[O:18][CH2:19][C:20]1[CH:25]=[CH:24][CH:23]=[CH:22][CH:21]=1)[CH2:6][C:7]1[CH:12]=[C:11]([CH3:13])[C:10]([NH2:14])=[C:9]([NH2:15])[CH:8]=1)=[O:4].[N:27]([O-])=O.[Na+].[OH-].[NH4+]. (5) Given the product [Br:12][CH2:9][C@H:6]1[CH2:7][CH2:8][C@H:3]([CH2:2][F:1])[CH2:4][CH2:5]1, predict the reactants needed to synthesize it. The reactants are: [F:1][CH2:2][C@H:3]1[CH2:8][CH2:7][C@H:6]([CH2:9]O)[CH2:5][CH2:4]1.C(Br)(Br)(Br)[Br:12].C1(P(C2C=CC=CC=2)C2C=CC=CC=2)C=CC=CC=1. (6) Given the product [Br:1][C:2]1[S:6][C:5]([C:7]([N:11]([CH3:10])[C:12]2[CH:13]=[C:14]([CH3:18])[CH:15]=[CH:16][CH:17]=2)=[O:8])=[CH:4][CH:3]=1, predict the reactants needed to synthesize it. The reactants are: [Br:1][C:2]1[S:6][C:5]([C:7](Cl)=[O:8])=[CH:4][CH:3]=1.[CH3:10][NH:11][C:12]1[CH:17]=[CH:16][CH:15]=[C:14]([CH3:18])[CH:13]=1.C(N(CC)CC)C. (7) The reactants are: [Si:1]([O:8][C@@H:9]1[CH2:25][C@H:24]2[C@@:12]([CH3:44])([C@@H:13]3[C@@H:21]([CH2:22][C@@H:23]2[O:26][Si:27]([C:30]([CH3:33])([CH3:32])[CH3:31])([CH3:29])[CH3:28])[C@H:20]2[C@@:16]([CH3:43])([C@@H:17]([C@@:34]([OH:42])([C:36]#[C:37][CH2:38][CH2:39][CH2:40][CH3:41])[CH3:35])[CH2:18][CH2:19]2)[CH2:15][CH2:14]3)[CH2:11][CH2:10]1)([C:4]([CH3:7])([CH3:6])[CH3:5])([CH3:3])[CH3:2].CO. Given the product [Si:1]([O:8][C@@H:9]1[CH2:25][C@H:24]2[C@@:12]([CH3:44])([C@@H:13]3[C@@H:21]([CH2:22][C@@H:23]2[O:26][Si:27]([C:30]([CH3:31])([CH3:32])[CH3:33])([CH3:29])[CH3:28])[C@H:20]2[C@@:16]([CH3:43])([C@@H:17]([C@@:34]([OH:42])([CH2:36][CH2:37][CH2:38][CH2:39][CH2:40][CH3:41])[CH3:35])[CH2:18][CH2:19]2)[CH2:15][CH2:14]3)[CH2:11][CH2:10]1)([C:4]([CH3:7])([CH3:6])[CH3:5])([CH3:3])[CH3:2], predict the reactants needed to synthesize it.